This data is from Retrosynthesis with 50K atom-mapped reactions and 10 reaction types from USPTO. The task is: Predict the reactants needed to synthesize the given product. (1) The reactants are: COC(=O)[C@@H]1C=C(C)CN1C(=O)OC(C)(C)C. Given the product CC1=C[C@@H](C(=O)O)N(C(=O)OC(C)(C)C)C1, predict the reactants needed to synthesize it. (2) Given the product N#Cc1cc(C=O)ccc1Oc1cncc(C(F)(F)F)c1, predict the reactants needed to synthesize it. The reactants are: N#Cc1cc(C=O)ccc1F.Oc1cncc(C(F)(F)F)c1. (3) Given the product CCCCc1c(C(=O)NN2CCCCC2)nc(-c2ccccc2Cl)n1-c1ccc(Cl)cc1, predict the reactants needed to synthesize it. The reactants are: CCCCc1c(C(=O)Cl)nc(-c2ccccc2Cl)n1-c1ccc(Cl)cc1.NN1CCCCC1.